The task is: Predict the product of the given reaction.. This data is from Forward reaction prediction with 1.9M reactions from USPTO patents (1976-2016). (1) Given the reactants Cl[C:2]1[N:7]=[C:6]([NH:8][CH2:9][CH2:10][CH2:11][N:12]([CH2:15][CH3:16])[CH2:13][CH3:14])[N:5]=[C:4]2[N:17]([C:22]3[C:27]([F:28])=[CH:26][CH:25]=[CH:24][C:23]=3[F:29])[C:18](=[O:21])[NH:19][CH2:20][C:3]=12.[CH3:30][C:31]1[CH:39]=[CH:38][C:34]([C:35]([OH:37])=[O:36])=[CH:33][C:32]=1B1OC(C)(C)C(C)(C)O1.C(=O)([O-])[O-].[K+].[K+], predict the reaction product. The product is: [CH2:13]([N:12]([CH2:15][CH3:16])[CH2:11][CH2:10][CH2:9][NH:8][C:6]1[N:7]=[C:2]([C:32]2[CH:33]=[C:34]([CH:38]=[CH:39][C:31]=2[CH3:30])[C:35]([OH:37])=[O:36])[C:3]2[CH2:20][NH:19][C:18](=[O:21])[N:17]([C:22]3[C:27]([F:28])=[CH:26][CH:25]=[CH:24][C:23]=3[F:29])[C:4]=2[N:5]=1)[CH3:14]. (2) Given the reactants Cl[C:2]1[N:7]=[C:6]([CH3:8])[N:5]=[C:4]([S:9][CH3:10])[N:3]=1.[C:11]([O:15][C:16]([N:18]1[CH2:23][CH2:22][N:21]([CH2:24][C:25]2[CH:26]=[C:27](B(O)O)[C:28]([F:31])=[N:29][CH:30]=2)[CH2:20][CH2:19]1)=[O:17])([CH3:14])([CH3:13])[CH3:12].C([O-])([O-])=O.[Na+].[Na+].[O-]S([O-])(=O)=O.[Na+].[Na+], predict the reaction product. The product is: [F:31][C:28]1[N:29]=[CH:30][C:25]([CH2:24][N:21]2[CH2:20][CH2:19][N:18]([C:16]([O:15][C:11]([CH3:14])([CH3:13])[CH3:12])=[O:17])[CH2:23][CH2:22]2)=[CH:26][C:27]=1[C:2]1[N:7]=[C:6]([CH3:8])[N:5]=[C:4]([S:9][CH3:10])[N:3]=1. (3) Given the reactants [CH3:1][S:2][C:3]1[CH:8]=[CH:7][C:6]([C:9]2([CH2:15][OH:16])[CH2:14][CH2:13][NH:12][CH2:11][CH2:10]2)=[CH:5][CH:4]=1.Br[C:18]1[C:19]2[N:20]([N:24]=[C:25]([NH:27][C:28]3[CH:44]=[CH:43][C:31]([C:32]([N:34]([CH3:42])[CH:35]4[CH2:40][CH2:39][N:38]([CH3:41])[CH2:37][CH2:36]4)=[O:33])=[CH:30][CH:29]=3)[N:26]=2)[CH:21]=[CH:22][CH:23]=1.O, predict the reaction product. The product is: [OH:16][CH2:15][C:9]1([C:6]2[CH:7]=[CH:8][C:3]([S:2][CH3:1])=[CH:4][CH:5]=2)[CH2:10][CH2:11][N:12]([C:18]2[C:19]3[N:20]([N:24]=[C:25]([NH:27][C:28]4[CH:44]=[CH:43][C:31]([C:32]([N:34]([CH3:42])[CH:35]5[CH2:36][CH2:37][N:38]([CH3:41])[CH2:39][CH2:40]5)=[O:33])=[CH:30][CH:29]=4)[N:26]=3)[CH:21]=[CH:22][CH:23]=2)[CH2:13][CH2:14]1. (4) Given the reactants [C:1]1([C:16]2[CH:21]=[CH:20][CH:19]=[CH:18][CH:17]=2)[CH:6]=[CH:5][CH:4]=[C:3]([C:7]2[S:8][C:9]([CH3:15])=[C:10]([CH2:12][CH2:13][OH:14])[N:11]=2)[CH:2]=1.[CH2:22]([O:24][C:25](=[O:37])[C:26]([O:29][C:30]1[CH:35]=[CH:34][C:33](O)=[CH:32][CH:31]=1)([CH3:28])[CH3:27])[CH3:23].C1(P(C2C=CC=CC=2)C2C=CC=CC=2)C=CC=CC=1.CC(OC(/N=N/C(OC(C)C)=O)=O)C, predict the reaction product. The product is: [CH2:22]([O:24][C:25](=[O:37])[C:26]([O:29][C:30]1[CH:35]=[CH:34][C:33]([O:14][CH2:13][CH2:12][C:10]2[N:11]=[C:7]([C:3]3[CH:2]=[C:1]([C:16]4[CH:17]=[CH:18][CH:19]=[CH:20][CH:21]=4)[CH:6]=[CH:5][CH:4]=3)[S:8][C:9]=2[CH3:15])=[CH:32][CH:31]=1)([CH3:28])[CH3:27])[CH3:23].